From a dataset of Forward reaction prediction with 1.9M reactions from USPTO patents (1976-2016). Predict the product of the given reaction. (1) Given the reactants I[CH2:2][CH2:3][CH2:4][C:5]([F:8])([F:7])[F:6].[N:9]1([NH:15][C:16]([C:18]2[N:19]=[C:20]([C:31]3[CH:36]=[CH:35][C:34]([Cl:37])=[CH:33][C:32]=3[Cl:38])[N:21]([C:24]3[CH:29]=[CH:28][C:27]([OH:30])=[CH:26][CH:25]=3)[C:22]=2[CH3:23])=[O:17])[CH2:14][CH2:13][CH2:12][CH2:11][CH2:10]1.C([O-])([O-])=O.[K+].[K+], predict the reaction product. The product is: [N:9]1([NH:15][C:16]([C:18]2[N:19]=[C:20]([C:31]3[CH:36]=[CH:35][C:34]([Cl:37])=[CH:33][C:32]=3[Cl:38])[N:21]([C:24]3[CH:25]=[CH:26][C:27]([O:30][CH2:2][CH2:3][CH2:4][C:5]([F:8])([F:7])[F:6])=[CH:28][CH:29]=3)[C:22]=2[CH3:23])=[O:17])[CH2:14][CH2:13][CH2:12][CH2:11][CH2:10]1. (2) Given the reactants [CH2:1]([S:3][C:4]1[C:13]([C:14]([NH:16][CH2:17][C:18]2[CH:23]=[CH:22][CH:21]=[C:20]([F:24])[CH:19]=2)=[O:15])=[C:12](O)[C:11]2[C:6](=[CH:7][C:8]([C:26]([F:29])([F:28])[F:27])=[CH:9][CH:10]=2)[N:5]=1)[CH3:2].O=P(Cl)(Cl)[Cl:32].C([O-])(O)=O.[Na+], predict the reaction product. The product is: [Cl:32][C:12]1[C:11]2[C:6](=[CH:7][C:8]([C:26]([F:29])([F:28])[F:27])=[CH:9][CH:10]=2)[N:5]=[C:4]([S:3][CH2:1][CH3:2])[C:13]=1[C:14]([NH:16][CH2:17][C:18]1[CH:23]=[CH:22][CH:21]=[C:20]([F:24])[CH:19]=1)=[O:15]. (3) Given the reactants C([O:8][C:9]1[C:14]([O:15][CH3:16])=[CH:13][C:12]([C:17]2([C:21]#[N:22])[CH2:20][CH2:19][CH2:18]2)=[C:11]([N+:23]([O-:25])=[O:24])[CH:10]=1)C1C=CC=CC=1.[H][H], predict the reaction product. The product is: [OH:8][C:9]1[C:14]([O:15][CH3:16])=[CH:13][C:12]([C:17]2([C:21]#[N:22])[CH2:18][CH2:19][CH2:20]2)=[C:11]([N+:23]([O-:25])=[O:24])[CH:10]=1. (4) Given the reactants [C:1]([O:5][C:6]([N:8]1[CH2:13][CH2:12][C:11](=O)[CH2:10][CH2:9]1)=[O:7])([CH3:4])([CH3:3])[CH3:2].[Br:15][C:16]1[CH:22]=[CH:21][CH:20]=[CH:19][C:17]=1[NH2:18].C(O)(=O)C.C(O[BH-](OC(=O)C)OC(=O)C)(=O)C.[Na+], predict the reaction product. The product is: [C:1]([O:5][C:6]([N:8]1[CH2:13][CH2:12][CH:11]([NH:18][C:17]2[CH:19]=[CH:20][CH:21]=[CH:22][C:16]=2[Br:15])[CH2:10][CH2:9]1)=[O:7])([CH3:4])([CH3:3])[CH3:2].